This data is from Catalyst prediction with 721,799 reactions and 888 catalyst types from USPTO. The task is: Predict which catalyst facilitates the given reaction. (1) Reactant: [NH2:1][C:2]1[CH:3]=[CH:4][C:5]2[O:9][C:8]([C:10]3[CH:11]=[CH:12][C:13]4[CH:14]=[C:15]5[C:22](=[O:23])[NH:21][CH2:20][C:19]6([CH2:26][CH2:25][CH2:24]6)[N:16]5[C:17]=4[CH:18]=3)=[N:7][C:6]=2[CH:27]=1.C(N(C(C)C)CC)(C)C.[C:37](Cl)(=[O:40])[CH:38]=[CH2:39]. Product: [O:23]=[C:22]1[C:15]2=[CH:14][C:13]3[CH:12]=[CH:11][C:10]([C:8]4[O:9][C:5]5[CH:4]=[CH:3][C:2]([NH:1][C:37](=[O:40])[CH:38]=[CH2:39])=[CH:27][C:6]=5[N:7]=4)=[CH:18][C:17]=3[N:16]2[C:19]2([CH2:26][CH2:25][CH2:24]2)[CH2:20][NH:21]1. The catalyst class is: 168. (2) Reactant: [F:1][C:2]1[CH:9]=[CH:8][CH:7]=[CH:6][C:3]=1[CH:4]=O.[C:10]([CH2:15][CH:16]=P(C1C=CC=CC=1)(C1C=CC=CC=1)C1C=CC=CC=1)([O:12][CH2:13][CH3:14])=[O:11]. Product: [F:1][C:2]1[CH:9]=[CH:8][CH:7]=[CH:6][C:3]=1/[CH:4]=[C:15](\[CH3:16])/[C:10]([O:12][CH2:13][CH3:14])=[O:11]. The catalyst class is: 11.